From a dataset of Retrosynthesis with 50K atom-mapped reactions and 10 reaction types from USPTO. Predict the reactants needed to synthesize the given product. (1) Given the product CC(C)(C)OC(=O)Nc1ccc2c(ccn2-c2ccc([N+](=O)[O-])cc2F)c1, predict the reactants needed to synthesize it. The reactants are: CC(C)(C)OC(=O)Nc1ccc2[nH]ccc2c1.O=[N+]([O-])c1ccc(F)c(F)c1. (2) Given the product O=C(c1ccc(F)cc1)N1CCCC(c2noc(-c3ccncc3)n2)C1, predict the reactants needed to synthesize it. The reactants are: O=C(Cl)c1ccc(F)cc1.c1cc(-c2nc(C3CCCNC3)no2)ccn1. (3) Given the product COc1ccc(F)c(-c2nc(OC)c(CO)cc2OCC(C)C)c1, predict the reactants needed to synthesize it. The reactants are: COC(=O)c1cc(OCC(C)C)c(-c2cc(OC)ccc2F)nc1OC. (4) Given the product CCOC(=O)c1cc(N)c(C(=O)OCC)s1, predict the reactants needed to synthesize it. The reactants are: CCOC(=O)c1cc([N+](=O)[O-])c(C(=O)OCC)s1.